From a dataset of Catalyst prediction with 721,799 reactions and 888 catalyst types from USPTO. Predict which catalyst facilitates the given reaction. (1) Reactant: [F:1][C:2]1[CH:7]=[CH:6][C:5]([CH2:8][CH:9]([OH:26])[CH2:10][CH2:11][CH:12]2[CH2:16][CH2:15][C:14](=[O:17])[N:13]2[CH2:18][CH2:19][CH2:20][CH2:21][CH2:22][CH2:23][C:24]#[N:25])=[CH:4][CH:3]=1.[N:27]([Si](C)(C)C)=[N+:28]=[N-:29].C([Sn](=O)CCCC)CCC.Cl. Product: [F:1][C:2]1[CH:7]=[CH:6][C:5]([CH2:8][CH:9]([OH:26])[CH2:10][CH2:11][CH:12]2[N:13]([CH2:18][CH2:19][CH2:20][CH2:21][CH2:22][CH2:23][C:24]3[N:27]=[N:28][NH:29][N:25]=3)[C:14](=[O:17])[CH2:15][CH2:16]2)=[CH:4][CH:3]=1. The catalyst class is: 11. (2) Reactant: [CH3:1][C:2]1[CH2:3][C:4]2[C:9]([CH:10]=1)=[C:8]([CH3:11])[CH:7]=[CH:6][C:5]=2[CH3:12].[Li]CCCC.CCCCCC.[Si:24]([CH3:28])([CH3:27])(Cl)[Cl:25]. Product: [Cl:25][Si:24]([CH:3]1[C:4]2[C:9](=[C:8]([CH3:11])[CH:7]=[CH:6][C:5]=2[CH3:12])[CH:10]=[C:2]1[CH3:1])([CH3:28])[CH3:27]. The catalyst class is: 332.